Regression. Given two drug SMILES strings and cell line genomic features, predict the synergy score measuring deviation from expected non-interaction effect. From a dataset of NCI-60 drug combinations with 297,098 pairs across 59 cell lines. (1) Drug 1: CC1=C(C=C(C=C1)NC2=NC=CC(=N2)N(C)C3=CC4=NN(C(=C4C=C3)C)C)S(=O)(=O)N.Cl. Drug 2: COC1=CC(=CC(=C1O)OC)C2C3C(COC3=O)C(C4=CC5=C(C=C24)OCO5)OC6C(C(C7C(O6)COC(O7)C8=CC=CS8)O)O. Cell line: HCT116. Synergy scores: CSS=51.1, Synergy_ZIP=-3.30, Synergy_Bliss=-6.24, Synergy_Loewe=-40.3, Synergy_HSA=-6.74. (2) Drug 1: C1C(C(OC1N2C=NC(=NC2=O)N)CO)O. Drug 2: C(CN)CNCCSP(=O)(O)O. Cell line: NCI-H322M. Synergy scores: CSS=-1.94, Synergy_ZIP=1.67, Synergy_Bliss=1.52, Synergy_Loewe=0.621, Synergy_HSA=-2.99. (3) Drug 1: CC1=C2C(C(=O)C3(C(CC4C(C3C(C(C2(C)C)(CC1OC(=O)C(C(C5=CC=CC=C5)NC(=O)OC(C)(C)C)O)O)OC(=O)C6=CC=CC=C6)(CO4)OC(=O)C)O)C)O. Drug 2: CS(=O)(=O)CCNCC1=CC=C(O1)C2=CC3=C(C=C2)N=CN=C3NC4=CC(=C(C=C4)OCC5=CC(=CC=C5)F)Cl. Cell line: HCT-15. Synergy scores: CSS=10.7, Synergy_ZIP=-1.28, Synergy_Bliss=5.04, Synergy_Loewe=4.96, Synergy_HSA=4.99. (4) Drug 1: C1=NC2=C(N=C(N=C2N1C3C(C(C(O3)CO)O)O)F)N. Drug 2: CC1=C(C(=O)C2=C(C1=O)N3CC4C(C3(C2COC(=O)N)OC)N4)N. Cell line: HS 578T. Synergy scores: CSS=15.8, Synergy_ZIP=0.462, Synergy_Bliss=-1.07, Synergy_Loewe=0.938, Synergy_HSA=1.53. (5) Drug 1: CCC(=C(C1=CC=CC=C1)C2=CC=C(C=C2)OCCN(C)C)C3=CC=CC=C3.C(C(=O)O)C(CC(=O)O)(C(=O)O)O. Drug 2: CC12CCC3C(C1CCC2OP(=O)(O)O)CCC4=C3C=CC(=C4)OC(=O)N(CCCl)CCCl.[Na+]. Cell line: CAKI-1. Synergy scores: CSS=-0.287, Synergy_ZIP=-1.86, Synergy_Bliss=-2.61, Synergy_Loewe=-8.28, Synergy_HSA=-4.68. (6) Drug 1: CN1C(=O)N2C=NC(=C2N=N1)C(=O)N. Drug 2: COC1=NC(=NC2=C1N=CN2C3C(C(C(O3)CO)O)O)N. Cell line: HCC-2998. Synergy scores: CSS=-19.4, Synergy_ZIP=7.12, Synergy_Bliss=-1.83, Synergy_Loewe=-4.81, Synergy_HSA=-12.8. (7) Drug 1: CCC1=C2CN3C(=CC4=C(C3=O)COC(=O)C4(CC)O)C2=NC5=C1C=C(C=C5)O. Drug 2: C1=NC2=C(N1)C(=S)N=CN2. Cell line: HOP-62. Synergy scores: CSS=45.6, Synergy_ZIP=-4.70, Synergy_Bliss=-7.95, Synergy_Loewe=-8.64, Synergy_HSA=-1.31. (8) Drug 1: C1CCC(CC1)NC(=O)N(CCCl)N=O. Drug 2: C1C(C(OC1N2C=C(C(=O)NC2=O)F)CO)O. Cell line: NCI-H460. Synergy scores: CSS=63.5, Synergy_ZIP=3.35, Synergy_Bliss=0.782, Synergy_Loewe=-11.6, Synergy_HSA=3.91. (9) Drug 1: C1C(C(OC1N2C=NC3=C(N=C(N=C32)Cl)N)CO)O. Drug 2: CCN(CC)CCNC(=O)C1=C(NC(=C1C)C=C2C3=C(C=CC(=C3)F)NC2=O)C. Cell line: CAKI-1. Synergy scores: CSS=35.0, Synergy_ZIP=-0.771, Synergy_Bliss=-1.89, Synergy_Loewe=-16.6, Synergy_HSA=-2.21. (10) Drug 1: C1=CC(=CC=C1CCCC(=O)O)N(CCCl)CCCl. Cell line: EKVX. Drug 2: CC1=C(C=C(C=C1)NC(=O)C2=CC=C(C=C2)CN3CCN(CC3)C)NC4=NC=CC(=N4)C5=CN=CC=C5. Synergy scores: CSS=-8.04, Synergy_ZIP=-3.46, Synergy_Bliss=-12.2, Synergy_Loewe=-13.2, Synergy_HSA=-11.3.